Dataset: Forward reaction prediction with 1.9M reactions from USPTO patents (1976-2016). Task: Predict the product of the given reaction. The product is: [NH2:1][C@H:2]([C:7]([OH:9])=[O:8])[CH2:3][CH:4]([CH3:6])[CH3:5].[CH3:17][N:18]1[C@@H:35]2[CH2:36][C:23]3[CH:24]=[CH:25][C:26]([O:37][CH3:38])=[C:27]4[O:28][C@H:29]5[C:30]([CH2:32][CH2:33][C@@H:34]2[C@:21]5([C:22]=34)[CH2:20][CH2:19]1)=[O:31]. Given the reactants [NH:1](C(OC(C)(C)C)=O)[C@H:2]([C:7]([OH:9])=[O:8])[CH2:3][CH:4]([CH3:6])[CH3:5].[CH3:17][N:18]1[C@@H:35]2[CH2:36][C:23]3[CH:24]=[CH:25][C:26]([O:37][CH3:38])=[C:27]4[O:28][C@H:29]5[C:30]([CH2:32][CH2:33][C@@H:34]2[C@:21]5([C:22]=34)[CH2:20][CH2:19]1)=[O:31].Cl, predict the reaction product.